Dataset: Forward reaction prediction with 1.9M reactions from USPTO patents (1976-2016). Task: Predict the product of the given reaction. (1) Given the reactants Cl[CH2:2][C:3]1[N:4]=[C:5]2[N:10]=[CH:9][C:8]([C:11]3[CH:16]=[CH:15][C:14]([F:17])=[CH:13][C:12]=3[CH3:18])=[N:7][N:6]2[CH:19]=1.F[C:21]1[N:26]=[C:25]([OH:27])[CH:24]=[CH:23][CH:22]=1, predict the reaction product. The product is: [F:17][C:14]1[CH:15]=[CH:16][C:11]([C:8]2[CH:9]=[N:10][C:5]3[N:6]([CH:19]=[C:3]([CH2:2][O:27][C:25]4[CH:24]=[CH:23][CH:22]=[CH:21][N:26]=4)[N:4]=3)[N:7]=2)=[C:12]([CH3:18])[CH:13]=1. (2) Given the reactants [CH:1]12[O:8][CH:5]([CH2:6][CH2:7]1)[CH2:4][N:3]([C:9]1[N:14]=[C:13]([N:15]3[CH2:20][CH2:19][C:18](=O)[CH2:17][CH2:16]3)[N:12]=[C:11]([C:22]3[CH:27]=[CH:26][C:25]([NH:28][C:29]([NH:31][C:32]4[CH:37]=[CH:36][N:35]=[CH:34][CH:33]=4)=[O:30])=[CH:24][CH:23]=3)[N:10]=1)[CH2:2]2.C(O)(C(F)(F)F)=O.Cl.[CH3:46][O:47][C:48](=[O:51])[CH2:49][NH2:50], predict the reaction product. The product is: [CH:1]12[O:8][CH:5]([CH2:6][CH2:7]1)[CH2:4][N:3]([C:9]1[N:10]=[C:11]([C:22]3[CH:23]=[CH:24][C:25]([NH:28][C:29]([NH:31][C:32]4[CH:37]=[CH:36][N:35]=[CH:34][CH:33]=4)=[O:30])=[CH:26][CH:27]=3)[N:12]=[C:13]([N:15]3[CH2:16][CH2:17][CH:18]([NH:50][CH2:49][C:48]([O:47][CH3:46])=[O:51])[CH2:19][CH2:20]3)[N:14]=1)[CH2:2]2.